From a dataset of Full USPTO retrosynthesis dataset with 1.9M reactions from patents (1976-2016). Predict the reactants needed to synthesize the given product. (1) Given the product [CH2:43]([N:50]1[C:54]([C:55]2[CH:56]=[CH:57][CH:58]=[CH:59][CH:60]=2)=[C:53]([NH:61][C:16](=[O:18])[CH2:15][CH2:14][C:13]([C:6]2[CH:7]=[CH:8][C:9]([O:10][CH2:11][CH3:12])=[C:4]([O:3][CH2:1][CH3:2])[CH:5]=2)=[O:21])[CH:52]=[N:51]1)[C:44]1[CH:45]=[CH:46][CH:47]=[CH:48][CH:49]=1, predict the reactants needed to synthesize it. The reactants are: [CH2:1]([O:3][C:4]1[CH:5]=[C:6]([C:13]([O:21]C)(OC)[CH2:14][CH2:15][C:16]([O-:18])=O)[CH:7]=[CH:8][C:9]=1[O:10][CH2:11][CH3:12])[CH3:2].[K+].C(N(CC)CC)C.ClC1C=C(Cl)C=C(Cl)C=1C(Cl)=O.[CH2:43]([N:50]1[C:54]([C:55]2[CH:60]=[CH:59][CH:58]=[CH:57][CH:56]=2)=[C:53]([NH2:61])[CH:52]=[N:51]1)[C:44]1[CH:49]=[CH:48][CH:47]=[CH:46][CH:45]=1. (2) Given the product [Br:1][C:2]1[CH:3]=[CH:4][C:5]([CH2:8][NH2:9])=[N:6][CH:7]=1, predict the reactants needed to synthesize it. The reactants are: [Br:1][C:2]1[CH:3]=[CH:4][C:5]([CH2:8][N:9]2C(=O)C3C(=CC=CC=3)C2=O)=[N:6][CH:7]=1.O.NN. (3) The reactants are: [CH3:1][C:2]1[N:3]([CH2:30][CH2:31][CH3:32])[N:4]=[C:5]2[C:14]=1[C:13]1[CH:12]=[CH:11][CH:10]=[CH:9][C:8]=1[N:7]=[C:6]2[N:15](C(OC(C)(C)C)=O)C(OC(C)(C)C)=O.C([Li])(C)(C)C.[C:38]1(=[O:42])[CH2:41][CH2:40][CH2:39]1.[Cl-].[NH4+]. Given the product [NH2:15][C:6]1[C:5]2=[N:4][N:3]([CH2:30][CH2:31][CH3:32])[C:2]([CH2:1][C:38]3([OH:42])[CH2:41][CH2:40][CH2:39]3)=[C:14]2[C:13]2[CH:12]=[CH:11][CH:10]=[CH:9][C:8]=2[N:7]=1, predict the reactants needed to synthesize it. (4) Given the product [C:18]([O:17][CH:12]([C:11]1[C:2]([C:36]2[CH:45]=[CH:44][C:43]3[O:42][CH2:41][CH2:40][CH2:39][C:38]=3[CH:37]=2)=[C:3]([CH:8]=[CH:9][CH:10]=1)[C:4]([O:6][CH3:7])=[O:5])[C:13]([O:15][CH3:16])=[O:14])([CH3:21])([CH3:20])[CH3:19], predict the reactants needed to synthesize it. The reactants are: Br[C:2]1[C:11]([CH:12]([O:17][C:18]([CH3:21])([CH3:20])[CH3:19])[C:13]([O:15][CH3:16])=[O:14])=[CH:10][CH:9]=[CH:8][C:3]=1[C:4]([O:6][CH3:7])=[O:5].C(=O)([O-])[O-].[Na+].[Na+].CC1(C)C(C)(C)OB([C:36]2[CH:37]=[C:38]3[C:43](=[CH:44][CH:45]=2)[O:42][CH2:41][CH2:40][CH2:39]3)O1. (5) Given the product [Br:1][C:2]1[CH:8]=[C:7]([CH3:9])[C:5]([NH:6][C:22](=[O:23])[C:21]([F:32])([F:31])[F:20])=[C:4]([CH3:10])[CH:3]=1, predict the reactants needed to synthesize it. The reactants are: [Br:1][C:2]1[CH:8]=[C:7]([CH3:9])[C:5]([NH2:6])=[C:4]([CH3:10])[CH:3]=1.CCN(C(C)C)C(C)C.[F:20][C:21]([F:32])([F:31])[C:22](O[C:22](=[O:23])[C:21]([F:32])([F:31])[F:20])=[O:23]. (6) Given the product [NH:17]1[CH:18]=[C:14]([CH2:13][CH2:12][CH2:11][CH2:10][CH2:9][C:8]([NH:7][CH:4]2[CH2:3][CH2:2][N:1]([C:20]([O:21][CH2:22][C:23]3[CH:24]=[C:25]([Cl:30])[CH:26]=[C:27]([Cl:29])[CH:28]=3)=[O:31])[CH2:6][CH2:5]2)=[O:19])[N:15]=[N:16]1, predict the reactants needed to synthesize it. The reactants are: [NH:1]1[CH2:6][CH2:5][CH:4]([NH:7][C:8](=[O:19])[CH2:9][CH2:10][CH2:11][CH2:12][CH2:13][C:14]2[N:15]=[N:16][NH:17][CH:18]=2)[CH2:3][CH2:2]1.[C:20](Cl)(=[O:31])[O:21][CH2:22][C:23]1[CH:28]=[C:27]([Cl:29])[CH:26]=[C:25]([Cl:30])[CH:24]=1.[OH-].[Na+].